From a dataset of Forward reaction prediction with 1.9M reactions from USPTO patents (1976-2016). Predict the product of the given reaction. (1) Given the reactants N12CCCN=C1CCCCC2.[CH2:12]=[C:13]([CH2:18][C:19]([O:21][CH3:22])=[O:20])[C:14]([O:16][CH3:17])=[O:15].[I:23][C:24]1[CH:25]=[N:26][NH:27][CH:28]=1, predict the reaction product. The product is: [I:23][C:24]1[CH:25]=[N:26][N:27]([CH2:12][CH:13]([CH2:18][C:19]([O:21][CH3:22])=[O:20])[C:14]([O:16][CH3:17])=[O:15])[CH:28]=1. (2) Given the reactants [CH3:1][O:2][C:3](=[O:25])[C:4]1[CH:9]=[C:8]([F:10])[C:7]([OH:11])=[C:6]([NH:12][S:13]([C:16]2[CH:21]=[C:20]([Cl:22])[CH:19]=[CH:18][C:17]=2[O:23][CH3:24])(=[O:15])=[O:14])[CH:5]=1.Br[CH2:27][CH2:28]Br, predict the reaction product. The product is: [CH3:1][O:2][C:3]([C:4]1[CH:9]=[C:8]([F:10])[C:7]2[O:11][CH2:28][CH2:27][N:12]([S:13]([C:16]3[CH:21]=[C:20]([Cl:22])[CH:19]=[CH:18][C:17]=3[O:23][CH3:24])(=[O:15])=[O:14])[C:6]=2[CH:5]=1)=[O:25]. (3) Given the reactants [CH2:1]([N:3]([CH2:33][CH3:34])[CH2:4][CH2:5][CH2:6]/[CH:7]=[CH:8]/[C:9]1[CH:14]=[CH:13][CH:12]=[CH:11][C:10]=1[S:15]([NH:18][C:19]1[CH:28]=[CH:27][C:26]2[CH2:25][CH2:24][CH2:23][CH2:22][C:21]=2[C:20]=1[C:29]([O:31]C)=[O:30])(=[O:17])=[O:16])[CH3:2].[Li+].[I-], predict the reaction product. The product is: [CH2:33]([N:3]([CH2:1][CH3:2])[CH2:4][CH2:5][CH2:6]/[CH:7]=[CH:8]/[C:9]1[CH:14]=[CH:13][CH:12]=[CH:11][C:10]=1[S:15]([NH:18][C:19]1[CH:28]=[CH:27][C:26]2[CH2:25][CH2:24][CH2:23][CH2:22][C:21]=2[C:20]=1[C:29]([OH:31])=[O:30])(=[O:17])=[O:16])[CH3:34]. (4) Given the reactants [CH3:1][O:2][C:3](=[O:17])[C@@H:4]([CH3:16])[CH2:5][O:6][C:7]1[CH:12]=[CH:11][C:10]([C:13]#[N:14])=[C:9]([F:15])[CH:8]=1.[H][H].[ClH:20], predict the reaction product. The product is: [ClH:20].[CH3:1][O:2][C:3](=[O:17])[C@@H:4]([CH3:16])[CH2:5][O:6][C:7]1[CH:12]=[CH:11][C:10]([CH2:13][NH2:14])=[C:9]([F:15])[CH:8]=1. (5) Given the reactants Cl[C:2]1[CH:3]=[C:4]([S:13]([CH3:16])(=[O:15])=[O:14])[C:5]2[N:6]([C:8]([CH3:12])=[C:9]([CH3:11])[N:10]=2)[N:7]=1.[C:17]([C:19]1[N:23]([CH3:24])[N:22]=[C:21]([N:25]2[CH2:29][CH2:28][CH2:27][CH2:26]2)[N:20]=1)#[CH:18].C(N(CC)CC)C, predict the reaction product. The product is: [CH3:11][C:9]1[N:10]=[C:5]2[C:4]([S:13]([CH3:16])(=[O:15])=[O:14])=[CH:3][C:2]([C:18]#[C:17][C:19]3[N:23]([CH3:24])[N:22]=[C:21]([N:25]4[CH2:29][CH2:28][CH2:27][CH2:26]4)[N:20]=3)=[N:7][N:6]2[C:8]=1[CH3:12]. (6) Given the reactants N[C:2]1[CH:17]=[CH:16][C:5]([O:6][C:7]2[CH:12]=[CH:11][N:10]=[C:9]([C:13]([NH2:15])=[O:14])[CH:8]=2)=[C:4]([F:18])[CH:3]=1.C(OC1C=CC([NH:33]C2N=CN=C(OC3C=CC(NC(=O)CC(NC4C=CC(F)=CC=4)=O)=CC=3F)C=2)=CC=1)C1C=CC=CC=1.[F:62][C:63]1[CH:78]=[CH:77][C:66]([CH2:67][NH:68][C:69]([C:71]2([C:74]([OH:76])=O)[CH2:73][CH2:72]2)=[O:70])=[CH:65][CH:64]=1.CN(C(ON1N=NC2C=CC=NC1=2)=[N+](C)C)C.F[P-](F)(F)(F)(F)F.CCN(C(C)C)C(C)C, predict the reaction product. The product is: [F:62][C:63]1[CH:64]=[CH:65][C:66]([CH2:67][N:68]([C:2]2[CH:17]=[CH:16][C:5]([O:6][C:7]3[CH:12]=[CH:11][N:10]=[C:9]([C:13](=[O:14])[NH2:15])[CH:8]=3)=[C:4]([F:18])[CH:3]=2)[C:69]([C:71]2([C:74]([NH2:33])=[O:76])[CH2:72][CH2:73]2)=[O:70])=[CH:77][CH:78]=1.